This data is from Catalyst prediction with 721,799 reactions and 888 catalyst types from USPTO. The task is: Predict which catalyst facilitates the given reaction. (1) Reactant: [F:1][C:2]1[S:6][C:5]([C:7]2[C:11]([C:12]3[CH:17]=[CH:16][N:15]=[CH:14][CH:13]=3)=[CH:10][NH:9][N:8]=2)=[CH:4][CH:3]=1.Br[CH:19]([CH2:21][CH3:22])[CH3:20].C(=O)([O-])[O-].[Cs+].[Cs+]. Product: [CH:19]([N:9]1[CH:10]=[C:11]([C:12]2[CH:17]=[CH:16][N:15]=[CH:14][CH:13]=2)[C:7]([C:5]2[S:6][C:2]([F:1])=[CH:3][CH:4]=2)=[N:8]1)([CH2:21][CH3:22])[CH3:20].[CH:19]([N:8]1[C:7]([C:5]2[S:6][C:2]([F:1])=[CH:3][CH:4]=2)=[C:11]([C:12]2[CH:17]=[CH:16][N:15]=[CH:14][CH:13]=2)[CH:10]=[N:9]1)([CH2:21][CH3:22])[CH3:20]. The catalyst class is: 9. (2) Reactant: [OH:1][C:2]1[CH:17]=[CH:16][C:5]([C:6]([O:8][CH2:9][C:10]2[CH:15]=[CH:14][CH:13]=[CH:12][CH:11]=2)=[O:7])=[CH:4][CH:3]=1.C(=O)([O-])[O-].[K+].[K+].Br[CH2:25][C:26]([O:28][C:29]([CH3:32])([CH3:31])[CH3:30])=[O:27]. Product: [C:29]([O:28][C:26](=[O:27])[CH2:25][O:1][C:2]1[CH:17]=[CH:16][C:5]([C:6]([O:8][CH2:9][C:10]2[CH:15]=[CH:14][CH:13]=[CH:12][CH:11]=2)=[O:7])=[CH:4][CH:3]=1)([CH3:32])([CH3:31])[CH3:30]. The catalyst class is: 21. (3) Reactant: Cl[C:2]1[CH:7]=[C:6]([Cl:8])[N:5]=[C:4]([S:9][C:10]2[CH:15]=[CH:14][C:13]([NH:16][C:17](=[O:23])[CH2:18][C:19]([F:22])([F:21])[F:20])=[CH:12][CH:11]=2)[N:3]=1.[S:24]1[C:28]([NH2:29])=[N:27][CH:26]=[N:25]1.CC1(C)C2C(=C(P(C3C=CC=CC=3)C3C=CC=CC=3)C=CC=2)OC2C(P(C3C=CC=CC=3)C3C=CC=CC=3)=CC=CC1=2. Product: [S:24]1[C:28]([NH:29][C:2]2[CH:7]=[C:6]([Cl:8])[N:5]=[C:4]([S:9][C:10]3[CH:15]=[CH:14][C:13]([NH:16][C:17](=[O:23])[CH2:18][C:19]([F:22])([F:21])[F:20])=[CH:12][CH:11]=3)[N:3]=2)=[N:27][CH:26]=[N:25]1. The catalyst class is: 110. (4) Reactant: [CH3:1][C:2]1[CH:3]=[C:4]2[C:8](=[CH:9][CH:10]=1)[C:7](=[O:11])[N:6]([CH2:12][CH2:13][C:14]([O:16][CH2:17][CH3:18])=[O:15])[C:5]2=[O:19].[Br:20]N1C(=O)CCC1=O. Product: [Br:20][CH2:1][C:2]1[CH:3]=[C:4]2[C:8](=[CH:9][CH:10]=1)[C:7](=[O:11])[N:6]([CH2:12][CH2:13][C:14]([O:16][CH2:17][CH3:18])=[O:15])[C:5]2=[O:19]. The catalyst class is: 855. (5) Reactant: C([NH:9][C:10]([NH:12][C:13]1[CH:18]=[C:17]([Br:19])[CH:16]=[CH:15][C:14]=1[Br:20])=[S:11])(=O)C1C=CC=CC=1.[OH-].[Na+]. Product: [Br:20][C:14]1[CH:15]=[CH:16][C:17]([Br:19])=[CH:18][C:13]=1[NH:12][C:10]([NH2:9])=[S:11]. The catalyst class is: 1.